The task is: Predict which catalyst facilitates the given reaction.. This data is from Catalyst prediction with 721,799 reactions and 888 catalyst types from USPTO. (1) Reactant: C[O:2][C:3]([C:5]1[CH:6]=[C:7]2[N:13]=[N:12][S:11][C:8]2=[N:9][CH:10]=1)=[O:4].[OH-].[Na+]. Product: [N:13]1[C:7]2[C:8](=[N:9][CH:10]=[C:5]([C:3]([OH:4])=[O:2])[CH:6]=2)[S:11][N:12]=1. The catalyst class is: 7. (2) Reactant: [NH:1]1[CH:5]=[CH:4][N:3]=[C:2]1[C:6]1(O)[C:15]2[C:10](=[CH:11][CH:12]=[CH:13][C:14]=2[CH3:16])[O:9][CH2:8][CH2:7]1.N. Product: [CH3:16][C:14]1[CH:13]=[CH:12][CH:11]=[C:10]2[C:15]=1[C:6]([C:2]1[NH:3][CH:4]=[CH:5][N:1]=1)=[CH:7][CH2:8][O:9]2. The catalyst class is: 33. (3) Reactant: [N+:1]([C:4]1[CH:5]=[C:6]2[C:10](=[CH:11][CH:12]=1)[CH2:9][CH:8]([N:13]1[CH2:17][CH2:16][CH2:15][CH2:14]1)[CH2:7]2)([O-])=O. Product: [N:13]1([CH:8]2[CH2:7][C:6]3[C:10](=[CH:11][CH:12]=[C:4]([NH2:1])[CH:5]=3)[CH2:9]2)[CH2:17][CH2:16][CH2:15][CH2:14]1. The catalyst class is: 19. (4) Reactant: [CH2:1]([CH2:5][CH:6]([NH2:10])[C:7]([OH:9])=[O:8])[CH2:2][CH2:3][NH2:4].C(O)(=O)C(C)=O.N[C@H](C(O)=O)CS. Product: [NH2:10][C@H:6]([C:7]([OH:9])=[O:8])[CH2:5][CH2:1][CH2:2][CH2:3][NH2:4]. The catalyst class is: 6. (5) Reactant: [O:1]1[CH2:6][CH2:5][CH2:4][O:3][CH:2]1[C:7]1[CH:12]=[CH:11][C:10]([C:13]2[S:14][C:15]3[C:20]([N:21]=2)=[CH:19][CH:18]=[C:17]([CH:22]([C:26]2[CH:31]=[CH:30][CH:29]=[CH:28][CH:27]=2)[CH2:23][CH:24]=[CH2:25])[N:16]=3)=[C:9]([F:32])[CH:8]=1.C[Si]([N-][Si](C)(C)C)(C)C.[Na+].O1C[CH2:46][CH2:45][CH2:44]1.C(I)C=C. Product: [O:3]1[CH2:4][CH2:5][CH2:6][O:1][CH:2]1[C:7]1[CH:12]=[CH:11][C:10]([C:13]2[S:14][C:15]3[C:20]([N:21]=2)=[CH:19][CH:18]=[C:17]([C:22]([C:26]2[CH:27]=[CH:28][CH:29]=[CH:30][CH:31]=2)([CH2:46][CH:45]=[CH2:44])[CH2:23][CH:24]=[CH2:25])[N:16]=3)=[C:9]([F:32])[CH:8]=1. The catalyst class is: 3. (6) Reactant: [H-].[Na+].[Cl:3][C:4]1[CH:9]=[C:8]([NH:10][C:11]2[CH:16]=[CH:15][CH:14]=[C:13]([F:17])[CH:12]=2)[N:7]=[CH:6][N:5]=1.I[CH2:19][CH3:20].[Cl-].[NH4+]. Product: [Cl:3][C:4]1[CH:9]=[C:8]([N:10]([CH2:19][CH3:20])[C:11]2[CH:16]=[CH:15][CH:14]=[C:13]([F:17])[CH:12]=2)[N:7]=[CH:6][N:5]=1. The catalyst class is: 7. (7) Reactant: O=[C:2]1[NH:10][C:9]2[C:4](=[N:5][C:6]([C:11]3[CH:12]=[N:13][N:14]4[CH:19]=[CH:18][C:17]([C:20]#[N:21])=[CH:16][C:15]=34)=[N:7][CH:8]=2)[N:3]1[CH:22]1[CH2:27][CH2:26][O:25][CH2:24][CH2:23]1.[CH2:28]([N:30]=C=S)[CH3:29].CCN=C=NCCCN(C)C.Cl.CCN(C(C)C)C(C)C. Product: [CH2:28]([NH:30][C:2]1[N:3]([CH:22]2[CH2:23][CH2:24][O:25][CH2:26][CH2:27]2)[C:4]2[C:9]([N:10]=1)=[CH:8][N:7]=[C:6]([C:11]1[CH:12]=[N:13][N:14]3[CH:19]=[CH:18][C:17]([C:20]#[N:21])=[CH:16][C:15]=13)[N:5]=2)[CH3:29]. The catalyst class is: 2.